Dataset: Reaction yield outcomes from USPTO patents with 853,638 reactions. Task: Predict the reaction yield, written as a fraction of the theoretical maximum amount of product (1.0 means a 100% yield; for example, 0.34 means a 34% yield). (1) The reactants are [F:1][C:2]([F:17])([S:13](F)(=[O:15])=[O:14])[C:3]([F:12])([F:11])[C:4]([F:10])([F:9])[C:5]([F:8])([F:7])[F:6].[F:18][C:19]([F:24])([F:23])[CH:20]([OH:22])[CH3:21].C(N(CC)CC)C. The catalyst is ClCCl. The product is [F:1][C:2]([F:17])([S:13]([O:22][CH:20]([CH3:21])[C:19]([F:24])([F:23])[F:18])(=[O:15])=[O:14])[C:3]([F:12])([F:11])[C:4]([F:10])([F:9])[C:5]([F:8])([F:7])[F:6]. The yield is 0.600. (2) The reactants are C([O:3][C:4](=[O:21])[C:5]([S:8]([C:11]1[CH:16]=[CH:15][C:14]([S:17]([CH3:20])(=[O:19])=[O:18])=[CH:13][CH:12]=1)(=[O:10])=[O:9])([CH3:7])[CH3:6])C.O.[OH-].[Li+]. The catalyst is O1CCOCC1.O.O. The product is [CH3:20][S:17]([C:14]1[CH:15]=[CH:16][C:11]([S:8]([C:5]([CH3:7])([CH3:6])[C:4]([OH:21])=[O:3])(=[O:9])=[O:10])=[CH:12][CH:13]=1)(=[O:19])=[O:18]. The yield is 0.730.